Dataset: Reaction yield outcomes from USPTO patents with 853,638 reactions. Task: Predict the reaction yield, written as a fraction of the theoretical maximum amount of product (1.0 means a 100% yield; for example, 0.34 means a 34% yield). (1) The catalyst is CC#N.[OH-].[Na+]. The product is [Cl:1][C:2]1[C:3]([Cl:19])=[N:4][C:5]([O:11][CH2:12][CH2:13][O:14][C:15]([F:18])([F:16])[F:17])=[C:6]([CH:10]=1)[C:7]#[N:9]. The yield is 0.880. The reactants are [Cl:1][C:2]1[C:3]([Cl:19])=[N:4][C:5]([O:11][CH2:12][CH2:13][O:14][C:15]([F:18])([F:17])[F:16])=[C:6]([CH:10]=1)[C:7]([NH2:9])=O.O=P(Cl)(Cl)Cl.N1C=CC=CC=1. (2) The reactants are [C:1]([C:3]1[CH:8]=[CH:7][CH:6]=[CH:5][C:4]=1[C:9]1[CH:14]=[CH:13][C:12]([CH2:15][C:16]2[C:17](=[O:42])[N:18]([C@H:28]3[CH2:33][CH2:32][C@H:31]([O:34][CH2:35][C:36](N(OC)C)=[O:37])[CH2:30][CH2:29]3)[C:19]3[N:20]([N:25]=[CH:26][CH:27]=3)[C:21]=2[CH2:22][CH2:23][CH3:24])=[C:11]([F:43])[CH:10]=1)#[N:2].[CH3:44][Mg]Br.C(OCC)(=O)C.[Cl-].[NH4+]. The product is [F:43][C:11]1[CH:10]=[C:9]([C:4]2[C:3]([C:1]#[N:2])=[CH:8][CH:7]=[CH:6][CH:5]=2)[CH:14]=[CH:13][C:12]=1[CH2:15][C:16]1[C:17](=[O:42])[N:18]([C@H:28]2[CH2:29][CH2:30][C@H:31]([O:34][CH2:35][CH:36]([OH:37])[CH3:44])[CH2:32][CH2:33]2)[C:19]2[N:20]([N:25]=[CH:26][CH:27]=2)[C:21]=1[CH2:22][CH2:23][CH3:24]. The yield is 0.990. The catalyst is O1CCCC1. (3) The reactants are C[O:2][C:3](=O)[C:4]1[CH:9]=[CH:8][C:7]([CH2:10][N:11]2[C:23]3[CH:22]=[CH:21][CH:20]=[CH:19][C:18]=3[C:17]3[C:12]2=[CH:13][CH:14]=[CH:15][CH:16]=3)=[CH:6][CH:5]=1.Cl.[NH2:26][OH:27].C[O-].[Na+]. The catalyst is CO.C(OCC)(=O)C.C(=O)(O)[O-].[Na+]. The product is [CH:22]1[C:23]2[N:11]([CH2:10][C:7]3[CH:8]=[CH:9][C:4]([C:3]([NH:26][OH:27])=[O:2])=[CH:5][CH:6]=3)[C:12]3[C:17](=[CH:16][CH:15]=[CH:14][CH:13]=3)[C:18]=2[CH:19]=[CH:20][CH:21]=1. The yield is 0.410. (4) The catalyst is C1COCC1.[O-]CC.[Ti+4].[O-]CC.[O-]CC.[O-]CC. The yield is 0.571. The product is [Br:1][C:2]1[CH:3]=[C:4]2[C:15](=[CH:16][CH:17]=1)[O:14][C:7]1[C:8]([F:13])=[N:9][C:10]([Cl:12])=[CH:11][C:6]=1[C:5]2=[N:25][S:23]([C:20]([CH3:22])([CH3:21])[CH3:19])=[O:24]. The reactants are [Br:1][C:2]1[CH:3]=[C:4]2[C:15](=[CH:16][CH:17]=1)[O:14][C:7]1[C:8]([F:13])=[N:9][C:10]([Cl:12])=[CH:11][C:6]=1[C:5]2=O.[CH3:19][C:20]([S@:23]([NH2:25])=[O:24])([CH3:22])[CH3:21]. (5) The reactants are [CH3:12][CH2:11][O:10][C:8](/N=N/[C:8]([O:10][CH2:11][CH3:12])=O)=O.COCCO.C1C=CC(P(C2C=CC=CC=2)C2C=CC=CC=2)=CC=1.[OH:37][N:38]1[C:42](=[O:43])[C:41]2=[CH:44][CH:45]=[CH:46][CH:47]=[C:40]2[C:39]1=[O:48]. The catalyst is C1COCC1. The product is [CH3:8][O:10][CH2:11][CH2:12][O:37][N:38]1[C:42](=[O:43])[C:41]2[C:40](=[CH:47][CH:46]=[CH:45][CH:44]=2)[C:39]1=[O:48]. The yield is 0.550. (6) The reactants are [NH:1]1[CH2:5][CH2:4][CH2:3][CH2:2]1.[Cl:6][CH2:7][C:8](Cl)=[O:9].[OH-].[Na+]. The catalyst is C(Cl)Cl. The product is [Cl:6][CH2:7][C:8]([N:1]1[CH2:5][CH2:4][CH2:3][CH2:2]1)=[O:9]. The yield is 0.486.